This data is from Reaction yield outcomes from USPTO patents with 853,638 reactions. The task is: Predict the reaction yield, written as a fraction of the theoretical maximum amount of product (1.0 means a 100% yield; for example, 0.34 means a 34% yield). (1) The reactants are [C:1]([O:4][C:5]1[CH:13]=[CH:12][C:11]([Br:14])=[CH:10][C:6]=1[C:7]([OH:9])=O)(=[O:3])[CH3:2].[NH2:15][C:16]1[O:17][C:18]([CH2:23][CH3:24])=[C:19]([CH2:21][CH3:22])[N:20]=1. No catalyst specified. The product is [C:1]([O:4][C:5]1[CH:13]=[CH:12][C:11]([Br:14])=[CH:10][C:6]=1[C:7]([NH:15][C:16]1[O:17][C:18]([CH2:23][CH3:24])=[C:19]([CH2:21][CH3:22])[N:20]=1)=[O:9])(=[O:3])[CH3:2]. The yield is 0.220. (2) The reactants are [CH3:1][C:2]1[CH:7]=[CH:6][N:5]=[CH:4][CH:3]=1.[Li]CCCC.Br[CH2:14][CH2:15][CH2:16][Cl:17].O. The catalyst is C1COCC1. The product is [Cl:17][CH2:16][CH2:15][CH2:14][CH2:1][C:2]1[CH:7]=[CH:6][N:5]=[CH:4][CH:3]=1. The yield is 0.976. (3) The reactants are [NH2:1][C:2]1[C:7]([CH2:8][CH3:9])=[CH:6][CH:5]=[CH:4][C:3]=1[C:10]([C:12]1[CH:17]=[CH:16][CH:15]=[CH:14][CH:13]=1)=O.[OH:18][C:19]1[CH:24]=[CH:23][C:22]([C:25](=O)[CH3:26])=[CH:21][CH:20]=1.C(O)(=O)CC(CC(O)=O)(C(O)=O)O. The catalyst is C(OCC)(=O)C. The product is [CH2:8]([C:7]1[CH:6]=[CH:5][CH:4]=[C:3]2[C:2]=1[N:1]=[C:25]([C:22]1[CH:23]=[CH:24][C:19]([OH:18])=[CH:20][CH:21]=1)[CH:26]=[C:10]2[C:12]1[CH:17]=[CH:16][CH:15]=[CH:14][CH:13]=1)[CH3:9]. The yield is 0.420. (4) The reactants are [I:1][C:2]1[CH:7]=[CH:6][C:5]([OH:8])=[CH:4][CH:3]=1.F[C:10]1[CH:23]=[CH:22][C:13]([C:14]([C:16]2[CH:21]=[CH:20][CH:19]=[CH:18][CH:17]=2)=[O:15])=[CH:12][CH:11]=1.C(=O)([O-])[O-].[K+].[K+].CN(C=O)C. The catalyst is C1(C)C=CC=CC=1. The product is [I:1][C:2]1[CH:7]=[CH:6][C:5]([O:8][C:22]2[CH:23]=[CH:10][CH:11]=[CH:12][C:13]=2[C:14]([C:16]2[CH:21]=[CH:20][CH:19]=[CH:18][CH:17]=2)=[O:15])=[CH:4][CH:3]=1. The yield is 0.870. (5) The reactants are [H-].[Na+].[C:3]([CH2:5][CH2:6]P(=O)(OCC)OCC)#[N:4].[N:15]1[CH:20]=[CH:19][CH:18]=[CH:17][C:16]=1C=O.O. The yield is 0.150. The product is [N:15]1[CH:20]=[CH:19][CH:18]=[CH:17][C:16]=1[CH:6]=[CH:5][C:3]#[N:4]. The catalyst is O1CCCC1. (6) The reactants are [C:1]1([NH2:8])[C:2]([NH2:7])=[CH:3][CH:4]=[CH:5][CH:6]=1.[CH3:9][C:10]1[CH:18]=[CH:17][C:16]([N+:19]([O-:21])=[O:20])=[CH:15][C:11]=1[C:12](O)=O.[OH-].[Na+]. The catalyst is O. The product is [CH3:9][C:10]1[CH:18]=[CH:17][C:16]([N+:19]([O-:21])=[O:20])=[CH:15][C:11]=1[C:12]1[NH:8][C:1]2[CH:6]=[CH:5][CH:4]=[CH:3][C:2]=2[N:7]=1. The yield is 0.740.